Dataset: NCI-60 drug combinations with 297,098 pairs across 59 cell lines. Task: Regression. Given two drug SMILES strings and cell line genomic features, predict the synergy score measuring deviation from expected non-interaction effect. (1) Drug 1: C1=C(C(=O)NC(=O)N1)F. Drug 2: CC1=CC=C(C=C1)C2=CC(=NN2C3=CC=C(C=C3)S(=O)(=O)N)C(F)(F)F. Cell line: MOLT-4. Synergy scores: CSS=30.0, Synergy_ZIP=6.56, Synergy_Bliss=2.16, Synergy_Loewe=1.75, Synergy_HSA=5.74. (2) Drug 1: B(C(CC(C)C)NC(=O)C(CC1=CC=CC=C1)NC(=O)C2=NC=CN=C2)(O)O. Drug 2: CC1CCC2CC(C(=CC=CC=CC(CC(C(=O)C(C(C(=CC(C(=O)CC(OC(=O)C3CCCCN3C(=O)C(=O)C1(O2)O)C(C)CC4CCC(C(C4)OC)OP(=O)(C)C)C)C)O)OC)C)C)C)OC. Cell line: T-47D. Synergy scores: CSS=52.0, Synergy_ZIP=3.04, Synergy_Bliss=4.09, Synergy_Loewe=1.16, Synergy_HSA=5.51.